Dataset: Forward reaction prediction with 1.9M reactions from USPTO patents (1976-2016). Task: Predict the product of the given reaction. (1) The product is: [OH:17][C:18]([C:30]1[S:31][CH:32]=[CH:33][CH:34]=1)([C:35]1[S:36][CH:37]=[CH:38][CH:39]=1)[C:19]([O:21][C@H:22]1[CH2:23][CH2:24][C@H:25]([N:28]([CH2:2][CH2:3][CH2:4][O:5][C:6]2[CH:7]=[C:8]([O:15][CH3:16])[C:9]([CH2:13][OH:14])=[CH:10][C:11]=2[Cl:12])[CH3:29])[CH2:26][CH2:27]1)=[O:20]. Given the reactants Br[CH2:2][CH2:3][CH2:4][O:5][C:6]1[C:11]([Cl:12])=[CH:10][C:9]([CH2:13][OH:14])=[C:8]([O:15][CH3:16])[CH:7]=1.[OH:17][C:18]([C:35]1[S:36][CH:37]=[CH:38][CH:39]=1)([C:30]1[S:31][CH:32]=[CH:33][CH:34]=1)[C:19]([O:21][C@H:22]1[CH2:27][CH2:26][C@H:25]([NH:28][CH3:29])[CH2:24][CH2:23]1)=[O:20].C(N(CC)CC)C.C1COCC1, predict the reaction product. (2) Given the reactants [NH:1]1[CH2:4][CH:3]([NH:5][C:6](=[O:12])[O:7][C:8]([CH3:11])([CH3:10])[CH3:9])[CH2:2]1.CCN(CC)CC.[CH3:20][C:21](OC(C)=O)=[O:22], predict the reaction product. The product is: [C:8]([O:7][C:6](=[O:12])[NH:5][CH:3]1[CH2:4][N:1]([C:21](=[O:22])[CH3:20])[CH2:2]1)([CH3:9])([CH3:11])[CH3:10].